This data is from Full USPTO retrosynthesis dataset with 1.9M reactions from patents (1976-2016). The task is: Predict the reactants needed to synthesize the given product. (1) The reactants are: [H-].[Na+].[Br:3][C:4]1[CH:12]=[C:11]2[C:7]([C:8]([F:13])=[N:9][NH:10]2)=[C:6]([N+:14]([O-:16])=[O:15])[CH:5]=1.[C:17]1([S:23](Cl)(=[O:25])=[O:24])[CH:22]=[CH:21][CH:20]=[CH:19][CH:18]=1. Given the product [Br:3][C:4]1[CH:12]=[C:11]2[C:7]([C:8]([F:13])=[N:9][N:10]2[S:23]([C:17]2[CH:22]=[CH:21][CH:20]=[CH:19][CH:18]=2)(=[O:25])=[O:24])=[C:6]([N+:14]([O-:16])=[O:15])[CH:5]=1, predict the reactants needed to synthesize it. (2) Given the product [CH2:11]([O:18][CH2:19][CH:20]1[O:25][CH2:24][C:23](=[O:26])[CH2:22][CH2:21]1)[C:12]1[CH:13]=[CH:14][CH:15]=[CH:16][CH:17]=1, predict the reactants needed to synthesize it. The reactants are: CS(C)=O.C(Cl)(=O)C(Cl)=O.[CH2:11]([O:18][CH2:19][CH:20]1[O:25][CH2:24][CH:23]([OH:26])[CH2:22][CH2:21]1)[C:12]1[CH:17]=[CH:16][CH:15]=[CH:14][CH:13]=1.C(N(CC)CC)C.[NH4+].[Cl-].